From a dataset of Choline transporter screen with 302,306 compounds. Binary Classification. Given a drug SMILES string, predict its activity (active/inactive) in a high-throughput screening assay against a specified biological target. (1) The drug is S(=O)(=O)(N1CCN(CC1)c1ccc(cc1)C(=O)C)c1cc(S(=O)(=O)N2CCOCC2)ccc1. The result is 0 (inactive). (2) The compound is O=C(N(CCCC)c1c(n(CCC)c(=O)[nH]c1=O)N)CC(c1ccccc1)c1ccccc1. The result is 0 (inactive). (3) The molecule is S(=O)(=O)(N1CCN(CC1)C(=O)Cn1c2c(nc1C(F)(F)F)cccc2)c1c(ccc(c1)C)C. The result is 0 (inactive). (4) The result is 1 (active). The drug is Brc1ccc(cc1)/C=N\N=C(\N)N. (5) The drug is O=C(C1CN(CCC1)Cc1c([nH]nc1)C1CCCCC1)c1cc(OC)ccc1. The result is 0 (inactive).